Dataset: NCI-60 drug combinations with 297,098 pairs across 59 cell lines. Task: Regression. Given two drug SMILES strings and cell line genomic features, predict the synergy score measuring deviation from expected non-interaction effect. (1) Drug 1: C1CCC(C1)C(CC#N)N2C=C(C=N2)C3=C4C=CNC4=NC=N3. Drug 2: CC1=C2C(C(=O)C3(C(CC4C(C3C(C(C2(C)C)(CC1OC(=O)C(C(C5=CC=CC=C5)NC(=O)OC(C)(C)C)O)O)OC(=O)C6=CC=CC=C6)(CO4)OC(=O)C)OC)C)OC. Cell line: SNB-75. Synergy scores: CSS=25.8, Synergy_ZIP=3.57, Synergy_Bliss=3.17, Synergy_Loewe=-37.1, Synergy_HSA=0.481. (2) Drug 1: C1=NC2=C(N=C(N=C2N1C3C(C(C(O3)CO)O)F)Cl)N. Drug 2: C(CC(=O)O)C(=O)CN.Cl. Cell line: KM12. Synergy scores: CSS=5.42, Synergy_ZIP=-4.53, Synergy_Bliss=-7.62, Synergy_Loewe=-4.77, Synergy_HSA=-5.05. (3) Drug 1: CNC(=O)C1=CC=CC=C1SC2=CC3=C(C=C2)C(=NN3)C=CC4=CC=CC=N4. Drug 2: C1C(C(OC1N2C=NC(=NC2=O)N)CO)O. Cell line: NCI-H460. Synergy scores: CSS=16.1, Synergy_ZIP=-3.40, Synergy_Bliss=4.23, Synergy_Loewe=3.62, Synergy_HSA=4.59.